This data is from Full USPTO retrosynthesis dataset with 1.9M reactions from patents (1976-2016). The task is: Predict the reactants needed to synthesize the given product. (1) Given the product [O:7]=[C:6]1[C:5]2[C:4](=[CH:11][CH:10]=[CH:9][CH:8]=2)[C:3](=[O:12])[N:2]1[O:1][CH2:21][C:22]1[N:23]([CH2:36][CH2:37][CH2:38][CH2:39][NH:40][C:41](=[O:48])[C:42]2[CH:43]=[CH:44][CH:45]=[CH:46][CH:47]=2)[C:24]2[C:29]([CH3:30])=[C:28]([CH3:31])[N:27]3[N:32]=[N:33][N:34]=[C:26]3[C:25]=2[N:35]=1, predict the reactants needed to synthesize it. The reactants are: [OH:1][N:2]1[C:6](=[O:7])[C:5]2=[CH:8][CH:9]=[CH:10][CH:11]=[C:4]2[C:3]1=[O:12].C(N(CC)CC)C.Cl[CH2:21][C:22]1[N:23]([CH2:36][CH2:37][CH2:38][CH2:39][NH:40][C:41](=[O:48])[C:42]2[CH:47]=[CH:46][CH:45]=[CH:44][CH:43]=2)[C:24]2[C:29]([CH3:30])=[C:28]([CH3:31])[N:27]3[N:32]=[N:33][N:34]=[C:26]3[C:25]=2[N:35]=1. (2) Given the product [C:1]([O:5][C:6](=[O:34])[CH2:7][O:8][C:9]1[C:14]([CH3:15])=[CH:13][C:12]([C:16]2[O:17][C:18]3[N:19]=[C:20]([O:40][CH:35]4[CH2:39][CH2:38][CH2:37][CH2:36]4)[N:21]=[C:22]([O:25][CH2:26][CH2:27][CH3:28])[C:23]=3[N:24]=2)=[CH:11][C:10]=1[CH3:33])([CH3:4])([CH3:3])[CH3:2], predict the reactants needed to synthesize it. The reactants are: [C:1]([O:5][C:6](=[O:34])[CH2:7][O:8][C:9]1[C:14]([CH3:15])=[CH:13][C:12]([C:16]2[O:17][C:18]3[N:19]=[C:20](S(C)(=O)=O)[N:21]=[C:22]([O:25][CH2:26][CH2:27][CH3:28])[C:23]=3[N:24]=2)=[CH:11][C:10]=1[CH3:33])([CH3:4])([CH3:3])[CH3:2].[CH:35]1([OH:40])[CH2:39][CH2:38][CH2:37][CH2:36]1.C(N=P(N1CCCC1)(N1CCCC1)N1CCCC1)(C)(C)C. (3) Given the product [CH:2]([C:5]1[CH:6]=[C:7]([C@@H:11]([NH:13][C:33]([C:29]2[CH:28]=[C:27]3[C:32](=[CH:31][CH:30]=2)[N:24]([CH2:23][C:22]2[CH:21]=[C:20]([CH:40]=[CH:39][CH:38]=2)[O:19][C@@H:17]([CH3:18])[C:16]([O:15][CH3:14])=[O:41])[C:25]([CH3:37])=[C:26]3[CH3:36])=[O:34])[CH3:12])[CH:8]=[CH:9][CH:10]=1)([CH3:4])[CH3:3], predict the reactants needed to synthesize it. The reactants are: Cl.[CH:2]([C:5]1[CH:6]=[C:7]([C@@H:11]([NH2:13])[CH3:12])[CH:8]=[CH:9][CH:10]=1)([CH3:4])[CH3:3].[CH3:14][O:15][C:16](=[O:41])[C@@H:17]([O:19][C:20]1[CH:21]=[C:22]([CH:38]=[CH:39][CH:40]=1)[CH2:23][N:24]1[C:32]2[C:27](=[CH:28][C:29]([C:33](O)=[O:34])=[CH:30][CH:31]=2)[C:26]([CH3:36])=[C:25]1[CH3:37])[CH3:18]. (4) Given the product [NH2:1][C:2]1[S:3][C:4]([I:12])=[C:5]([C:7]([O:9][CH2:10][CH3:11])=[O:8])[N:6]=1, predict the reactants needed to synthesize it. The reactants are: [NH2:1][C:2]1[S:3][CH:4]=[C:5]([C:7]([O:9][CH2:10][CH3:11])=[O:8])[N:6]=1.[I:12]N1C(=O)CCC1=O.CCOC(C)=O. (5) The reactants are: [CH3:1][C:2]1([CH3:16])[O:6][CH:5]([C:7]2[CH:12]=[CH:11][C:10]([N+:13]([O-])=O)=[CH:9][N:8]=2)[CH2:4][O:3]1. Given the product [CH3:1][C:2]1([CH3:16])[O:6][CH:5]([C:7]2[N:8]=[CH:9][C:10]([NH2:13])=[CH:11][CH:12]=2)[CH2:4][O:3]1, predict the reactants needed to synthesize it. (6) Given the product [I:12][C:9]1[S:8][C:7]([C:5](=[O:6])[C:4]([OH:13])=[O:3])=[CH:11][CH:10]=1, predict the reactants needed to synthesize it. The reactants are: C([O:3][C:4](=[O:13])[C:5]([C:7]1[S:8][C:9]([I:12])=[CH:10][CH:11]=1)=[O:6])C. (7) Given the product [OH:15][C:8]1[C:9]([C:11]([CH3:14])([CH3:13])[CH3:12])=[CH:10][C:5]([C:3](=[O:4])[CH2:2][I:20])=[CH:6][C:7]=1[C:16]([CH3:19])([CH3:18])[CH3:17], predict the reactants needed to synthesize it. The reactants are: Br[CH2:2][C:3]([C:5]1[CH:10]=[C:9]([C:11]([CH3:14])([CH3:13])[CH3:12])[C:8]([OH:15])=[C:7]([C:16]([CH3:19])([CH3:18])[CH3:17])[CH:6]=1)=[O:4].[I-:20].[Na+].CCCCCC.